Dataset: PAMPA (Parallel Artificial Membrane Permeability Assay) permeability data from NCATS. Task: Regression/Classification. Given a drug SMILES string, predict its absorption, distribution, metabolism, or excretion properties. Task type varies by dataset: regression for continuous measurements (e.g., permeability, clearance, half-life) or binary classification for categorical outcomes (e.g., BBB penetration, CYP inhibition). Dataset: pampa_ncats. (1) The result is 1 (high permeability). The molecule is CN1C(=O)C2=C[C@]3([C@@H](N2C(=O)C1=O)NC4=CC=CC=C43)C5=CNC6=CC=CC=C65. (2) The molecule is C1=CC=C2C(=C1)/C(=C\C3=CC(=C(C=C3)O)Cl)/C(=O)N2. The result is 1 (high permeability). (3) The molecule is C1C(CN1)NC2=CC=CC(=N2)C3=CN=C4N3C=C(C=C4)Cl. The result is 1 (high permeability). (4) The molecule is CC1=CC=C(C=C1)S(=O)(=O)NC2=CC=CC=C2C(=O)NC3=NC(=CS3)C4=CC=C(C=C4)Cl. The result is 1 (high permeability). (5) The molecule is COC1=CC=C(C=C1)CN2C3=CC=CC=C3O[C@H]4C[C@@H](C2=O)N(C4)CC5=CC=CS5. The result is 1 (high permeability). (6) The drug is COC1=CC(=CC(=C1OC)OC)[C@H]2[C@@H]3[C@H](COC3=O)[C@H](C4=CC5=C(C=C24)OCO5)O. The result is 1 (high permeability). (7) The molecule is CC1=C(SC2=NC(=NN12)C3=CC=C(C=C3)OC)CCNC(=O)C(C)(C)C. The result is 1 (high permeability).